This data is from Forward reaction prediction with 1.9M reactions from USPTO patents (1976-2016). The task is: Predict the product of the given reaction. (1) Given the reactants [C:1]([O:5][C@@H:6]([C:11]1[C:26]([CH3:27])=[CH:25][C:14]2[N:15]=[C:16]([C:18]3[CH:23]=[CH:22][N:21]=[C:20](Cl)[N:19]=3)[S:17][C:13]=2[C:12]=1[C:28]1[CH:33]=[CH:32][C:31]([Cl:34])=[CH:30][CH:29]=1)[C:7]([O:9][CH3:10])=[O:8])([CH3:4])([CH3:3])[CH3:2].[CH3:35][N:36]([CH3:42])[C@@H:37]1[CH2:41][CH2:40][NH:39][CH2:38]1, predict the reaction product. The product is: [C:1]([O:5][C@@H:6]([C:11]1[C:26]([CH3:27])=[CH:25][C:14]2[N:15]=[C:16]([C:18]3[CH:23]=[CH:22][N:21]=[C:20]([N:39]4[CH2:40][CH2:41][C@@H:37]([N:36]([CH3:42])[CH3:35])[CH2:38]4)[N:19]=3)[S:17][C:13]=2[C:12]=1[C:28]1[CH:29]=[CH:30][C:31]([Cl:34])=[CH:32][CH:33]=1)[C:7]([O:9][CH3:10])=[O:8])([CH3:3])([CH3:4])[CH3:2]. (2) Given the reactants C(O[C:4]([C:6]1[S:14][C:13]2[CH:12]=[CH:11][N:10]=[CH:9][C:8]=2[C:7]=1[NH:15][C:16]1[CH:21]=[CH:20][C:19]([I:22])=[CH:18][C:17]=1[F:23])=[O:5])C.[OH-].[Na+].[CH:26]([O:28][CH2:29][CH2:30][O:31][NH2:32])=[CH2:27].CCN=C=NCCCN(C)C.C1C=CC2N(O)N=NC=2C=1.CCN(C(C)C)C(C)C, predict the reaction product. The product is: [CH:26]([O:28][CH2:29][CH2:30][O:31][NH:32][C:4]([C:6]1[S:14][C:13]2[CH:12]=[CH:11][N:10]=[CH:9][C:8]=2[C:7]=1[NH:15][C:16]1[CH:21]=[CH:20][C:19]([I:22])=[CH:18][C:17]=1[F:23])=[O:5])=[CH2:27]. (3) Given the reactants [C:1]([C:5]1[CH:10]=[CH:9][CH:8]=[CH:7][C:6]=1[SH:11])([CH3:4])([CH3:3])[CH3:2].[Cl:12][C:13]([CH2:15]Cl)=[CH2:14].C([O-])([O-])=O.[K+].[K+], predict the reaction product. The product is: [C:1]([C:5]1[CH:10]=[CH:9][CH:8]=[CH:7][C:6]=1[S:11][CH2:15][C:13]([Cl:12])=[CH2:14])([CH3:4])([CH3:2])[CH3:3]. (4) Given the reactants [NH2:1][C:2]1[CH:3]=[C:4]([CH:17]=[CH:18][CH:19]=1)[O:5][C:6]1[C:15]2[NH:14][C:13](=[O:16])[CH:12]=[N:11][C:10]=2[N:9]=[CH:8][CH:7]=1.[F:20][C:21]1[CH:26]=[CH:25][C:24]([C:27]([F:30])([F:29])[F:28])=[CH:23][C:22]=1[N:31]=[C:32]=[O:33], predict the reaction product. The product is: [F:20][C:21]1[CH:26]=[CH:25][C:24]([C:27]([F:30])([F:29])[F:28])=[CH:23][C:22]=1[NH:31][C:32]([NH:1][C:2]1[CH:19]=[CH:18][CH:17]=[C:4]([O:5][C:6]2[C:15]3[NH:14][C:13](=[O:16])[CH:12]=[N:11][C:10]=3[N:9]=[CH:8][CH:7]=2)[CH:3]=1)=[O:33]. (5) Given the reactants C(OC(=O)[NH:7][C:8]1[CH:13]=[CH:12]C(C(F)(F)F)=[CH:10][C:9]=1[NH:18][C:19](=[O:38])[CH2:20][C:21]([C:23]1[CH:28]=[CH:27][CH:26]=[C:25]([C:29]2[CH:30]=[N:31][C:32]([CH:35]([CH3:37])[CH3:36])=[CH:33][CH:34]=2)[CH:24]=1)=O)(C)(C)C.[C:40](O)([C:42]([F:45])([F:44])[F:43])=O, predict the reaction product. The product is: [CH:35]([C:32]1[N:31]=[CH:30][C:29]([C:25]2[CH:24]=[C:23]([C:21]3[CH2:20][C:19](=[O:38])[NH:18][C:9]4[CH:10]=[C:40]([C:42]([F:45])([F:44])[F:43])[CH:12]=[CH:13][C:8]=4[N:7]=3)[CH:28]=[CH:27][CH:26]=2)=[CH:34][CH:33]=1)([CH3:37])[CH3:36].